This data is from Full USPTO retrosynthesis dataset with 1.9M reactions from patents (1976-2016). The task is: Predict the reactants needed to synthesize the given product. (1) Given the product [Br:11][C:12]1[CH:17]=[CH:16][C:15](=[C:6]2[C:7](=[O:8])[O:9][C:2]([CH3:10])([CH3:1])[O:3][C:4]2=[O:5])[NH:14][CH:13]=1, predict the reactants needed to synthesize it. The reactants are: [CH3:1][C:2]1([CH3:10])[O:9][C:7](=[O:8])[CH2:6][C:4](=[O:5])[O:3]1.[Br:11][C:12]1[CH:13]=[N+:14]([O-])[CH:15]=[CH:16][CH:17]=1. (2) Given the product [Cl:41][C:38]1[CH:39]=[C:40]2[NH:16][C:17](=[O:42])[C:18]3([CH:23]([C:24]4[CH:29]=[CH:28][CH:27]=[C:26]([Cl:30])[CH:25]=4)[CH2:22][C:21](=[O:31])[NH:20][CH:19]3[C:32]3([CH3:33])[CH2:5][CH2:34]3)[C:35]2=[CH:36][CH:37]=1, predict the reactants needed to synthesize it. The reactants are: C(I)I.[Zn](CC)[CH2:5]C.C(OC([N:16]1[C:40]2[C:35](=[CH:36][CH:37]=[C:38]([Cl:41])[CH:39]=2)[C:18]2([CH:23]([C:24]3[CH:29]=[CH:28][CH:27]=[C:26]([Cl:30])[CH:25]=3)[CH2:22][C:21](=[O:31])[NH:20][CH:19]2[C:32]([CH3:34])=[CH2:33])[C:17]1=[O:42])=O)(C)(C)C.